From a dataset of Full USPTO retrosynthesis dataset with 1.9M reactions from patents (1976-2016). Predict the reactants needed to synthesize the given product. (1) The reactants are: [C:1]([O:5][C:6](=[O:28])[NH:7][CH2:8][C:9]1[CH:14]=[CH:13][C:12]([C:15]([N:17]2[CH2:23][C:22]3([CH3:25])[CH2:24][CH:18]2[CH2:19][C:20]([CH3:27])([CH3:26])[CH2:21]3)=[O:16])=[CH:11][CH:10]=1)([CH3:4])([CH3:3])[CH3:2].[H-].[Na+].Br[CH2:32][CH2:33][O:34][CH2:35][C:36]1[CH:41]=[CH:40][CH:39]=[CH:38][CH:37]=1. Given the product [C:1]([O:5][C:6](=[O:28])[N:7]([CH2:32][CH2:33][O:34][CH2:35][C:36]1[CH:41]=[CH:40][CH:39]=[CH:38][CH:37]=1)[CH2:8][C:9]1[CH:14]=[CH:13][C:12]([C:15]([N:17]2[CH2:23][C:22]3([CH3:25])[CH2:24][CH:18]2[CH2:19][C:20]([CH3:27])([CH3:26])[CH2:21]3)=[O:16])=[CH:11][CH:10]=1)([CH3:4])([CH3:2])[CH3:3], predict the reactants needed to synthesize it. (2) Given the product [Br:1][C:2]1[CH:3]=[C:4]([CH2:11][Br:13])[C:5]2[O:9][CH2:8][O:7][C:6]=2[CH:10]=1, predict the reactants needed to synthesize it. The reactants are: [Br:1][C:2]1[CH:3]=[C:4]([CH2:11]O)[C:5]2[O:9][CH2:8][O:7][C:6]=2[CH:10]=1.[Br:13]C(Br)(Br)Br.C1(P(C2C=CC=CC=2)C2C=CC=CC=2)C=CC=CC=1. (3) Given the product [CH2:5]([N:6]1[C:10]([CH3:12])([CH3:11])[C:9](=[O:13])[N:8]([C:14]2[CH:19]=[CH:18][C:17]([N+:20]([O-:22])=[O:21])=[C:16]([CH3:23])[CH:15]=2)[C:7]1=[O:27])[CH2:4][CH2:3][CH2:2][CH2:1][N:28]1[C:32]([CH3:34])([CH3:33])[C:31](=[O:35])[N:30]([C:36]2[CH:41]=[CH:40][C:39]([N+:42]([O-:44])=[O:43])=[C:38]([CH3:45])[CH:37]=2)[C:29]1=[O:49], predict the reactants needed to synthesize it. The reactants are: [CH2:1]([N:28]1[C:32]([CH3:34])([CH3:33])[C:31](=[O:35])[N:30]([C:36]2[CH:41]=[CH:40][C:39]([N+:42]([O-:44])=[O:43])=[C:38]([C:45](F)(F)F)[CH:37]=2)[C:29]1=[O:49])[CH2:2][CH2:3][CH2:4][CH2:5][N:6]1[C:10]([CH3:12])([CH3:11])[C:9](=[O:13])[N:8]([C:14]2[CH:19]=[CH:18][C:17]([N+:20]([O-:22])=[O:21])=[C:16]([C:23](F)(F)F)[CH:15]=2)[C:7]1=[O:27].CC1(C)NC(=O)N(C2C=CC([N+]([O-])=O)=C(C(F)(F)F)C=2)C1=O. (4) Given the product [N:23]([CH2:21][CH:9]1[CH2:10][N:11]([CH2:14][C:15]2[CH:20]=[CH:19][CH:18]=[CH:17][CH:16]=2)[CH2:12][CH2:13][N:8]1[CH2:1][C:2]1[CH:7]=[CH:6][CH:5]=[CH:4][CH:3]=1)=[N+:24]=[N-:25], predict the reactants needed to synthesize it. The reactants are: [CH2:1]([N:8]1[CH2:13][CH2:12][N:11]([CH2:14][C:15]2[CH:20]=[CH:19][CH:18]=[CH:17][CH:16]=2)[CH2:10][CH:9]1[CH2:21]Cl)[C:2]1[CH:7]=[CH:6][CH:5]=[CH:4][CH:3]=1.[N-:23]=[N+:24]=[N-:25].[Na+].